Dataset: Reaction yield outcomes from USPTO patents with 853,638 reactions. Task: Predict the reaction yield, written as a fraction of the theoretical maximum amount of product (1.0 means a 100% yield; for example, 0.34 means a 34% yield). (1) The reactants are [F:1][CH:2]([F:5])[CH2:3][OH:4].[H-].[Na+].Cl[C:9]1[N:17]=[C:16]([Cl:18])[CH:15]=[CH:14][C:10]=1[C:11]([NH2:13])=[O:12]. The catalyst is COCCOC.CN(C)C=O.O. The product is [Cl:18][C:16]1[CH:15]=[CH:14][C:10]([C:11]([NH2:13])=[O:12])=[C:9]([O:4][CH2:3][CH:2]([F:5])[F:1])[N:17]=1. The yield is 0.970. (2) The reactants are [CH3:1]N(C)C=O.[H-].[Na+].[Cl:8][C:9]1[CH:14]=[C:13]([O:15][C:16]2[C:25]3[C:20](=[CH:21][C:22]([O:28][CH3:29])=[C:23]([O:26][CH3:27])[CH:24]=3)[N:19]=[CH:18][N:17]=2)[CH:12]=[CH:11][C:10]=1[NH:30][C:31](=[O:42])[O:32][CH2:33][C:34]1[CH:39]=[CH:38][CH:37]=[CH:36][C:35]=1[O:40][CH3:41].CI. The catalyst is O. The product is [Cl:8][C:9]1[CH:14]=[C:13]([O:15][C:16]2[C:25]3[C:20](=[CH:21][C:22]([O:28][CH3:29])=[C:23]([O:26][CH3:27])[CH:24]=3)[N:19]=[CH:18][N:17]=2)[CH:12]=[CH:11][C:10]=1[N:30]([CH3:1])[C:31](=[O:42])[O:32][CH2:33][C:34]1[CH:39]=[CH:38][CH:37]=[CH:36][C:35]=1[O:40][CH3:41]. The yield is 0.750.